Dataset: NCI-60 drug combinations with 297,098 pairs across 59 cell lines. Task: Regression. Given two drug SMILES strings and cell line genomic features, predict the synergy score measuring deviation from expected non-interaction effect. (1) Drug 1: C1=NC2=C(N1)C(=S)N=C(N2)N. Drug 2: CCC1(C2=C(COC1=O)C(=O)N3CC4=CC5=C(C=CC(=C5CN(C)C)O)N=C4C3=C2)O.Cl. Cell line: RPMI-8226. Synergy scores: CSS=35.9, Synergy_ZIP=-7.30, Synergy_Bliss=-4.83, Synergy_Loewe=-17.4, Synergy_HSA=-5.47. (2) Drug 1: CS(=O)(=O)CCNCC1=CC=C(O1)C2=CC3=C(C=C2)N=CN=C3NC4=CC(=C(C=C4)OCC5=CC(=CC=C5)F)Cl. Drug 2: COCCOC1=C(C=C2C(=C1)C(=NC=N2)NC3=CC=CC(=C3)C#C)OCCOC.Cl. Synergy scores: CSS=-4.25, Synergy_ZIP=4.38, Synergy_Bliss=4.01, Synergy_Loewe=-2.87, Synergy_HSA=-3.39. Cell line: UACC-257. (3) Drug 1: C1CN(CCN1C(=O)CCBr)C(=O)CCBr. Drug 2: C1CN(P(=O)(OC1)NCCCl)CCCl. Cell line: MALME-3M. Synergy scores: CSS=10.1, Synergy_ZIP=-0.907, Synergy_Bliss=2.54, Synergy_Loewe=2.66, Synergy_HSA=-3.38. (4) Drug 1: CC1OCC2C(O1)C(C(C(O2)OC3C4COC(=O)C4C(C5=CC6=C(C=C35)OCO6)C7=CC(=C(C(=C7)OC)O)OC)O)O. Drug 2: C1=NNC2=C1C(=O)NC=N2. Cell line: OVCAR-8. Synergy scores: CSS=30.9, Synergy_ZIP=1.26, Synergy_Bliss=1.38, Synergy_Loewe=-27.9, Synergy_HSA=1.43. (5) Drug 1: C1=CC(=CC=C1CC(C(=O)O)N)N(CCCl)CCCl.Cl. Drug 2: CN(C(=O)NC(C=O)C(C(C(CO)O)O)O)N=O. Cell line: NCI/ADR-RES. Synergy scores: CSS=13.5, Synergy_ZIP=-1.77, Synergy_Bliss=2.83, Synergy_Loewe=-3.03, Synergy_HSA=0.945. (6) Cell line: SF-268. Drug 2: C1CCC(C(C1)N)N.C(=O)(C(=O)[O-])[O-].[Pt+4]. Synergy scores: CSS=30.9, Synergy_ZIP=2.57, Synergy_Bliss=4.43, Synergy_Loewe=4.88, Synergy_HSA=7.08. Drug 1: COC1=CC(=CC(=C1O)OC)C2C3C(COC3=O)C(C4=CC5=C(C=C24)OCO5)OC6C(C(C7C(O6)COC(O7)C8=CC=CS8)O)O. (7) Drug 1: C1=CC(=CC=C1CCC2=CNC3=C2C(=O)NC(=N3)N)C(=O)NC(CCC(=O)O)C(=O)O. Drug 2: CCC1(C2=C(COC1=O)C(=O)N3CC4=CC5=C(C=CC(=C5CN(C)C)O)N=C4C3=C2)O.Cl. Cell line: BT-549. Synergy scores: CSS=21.6, Synergy_ZIP=-8.48, Synergy_Bliss=-1.97, Synergy_Loewe=-0.770, Synergy_HSA=0.870.